Dataset: Full USPTO retrosynthesis dataset with 1.9M reactions from patents (1976-2016). Task: Predict the reactants needed to synthesize the given product. (1) Given the product [CH3:36][N:34]1[CH:35]=[C:31]([C:28]2[N:27]=[CH:26][C:25]3[CH:24]=[N:23][N:22]([C:18]4[N:17]=[C:16]([C:2]5([OH:1])[CH2:8][CH2:7][CH2:6][NH:5][CH2:4][CH2:3]5)[CH:21]=[CH:20][CH:19]=4)[C:30]=3[CH:29]=2)[CH:32]=[N:33]1, predict the reactants needed to synthesize it. The reactants are: [OH:1][C:2]1([C:16]2[CH:21]=[CH:20][CH:19]=[C:18]([N:22]3[C:30]4[CH:29]=[C:28]([C:31]5[CH:32]=[N:33][N:34]([CH3:36])[CH:35]=5)[N:27]=[CH:26][C:25]=4[CH:24]=[N:23]3)[N:17]=2)[CH2:8][CH2:7][CH2:6][N:5](C(OC(C)(C)C)=O)[CH2:4][CH2:3]1.Cl. (2) Given the product [Cl:1][C:2]1[CH:3]=[C:4]2[C:12](=[C:13]([NH:16][C:20](=[O:21])[C:19]3[CH:23]=[CH:24][CH:25]=[N:26][C:18]=3[CH3:17])[C:14]=1[F:15])[NH:11][C:10]1[CH:9]=[N:8][CH:7]=[CH:6][C:5]2=1, predict the reactants needed to synthesize it. The reactants are: [Cl:1][C:2]1[CH:3]=[C:4]2[C:12](=[C:13]([NH2:16])[C:14]=1[F:15])[NH:11][C:10]1[CH:9]=[N:8][CH:7]=[CH:6][C:5]2=1.[CH3:17][C:18]1[N:26]=[CH:25][CH:24]=[CH:23][C:19]=1[C:20](O)=[O:21].CCN=C=NCCCN(C)C.C1C(NN)=NN=C(N(CCO)CCO)C=1.Cl.Cl. (3) Given the product [F:1][C:2]1[CH:10]=[CH:9][C:8]([N:11]([CH3:20])[S:12]([C:15]2[S:16][CH:17]=[CH:18][CH:19]=2)(=[O:14])=[O:13])=[C:7]2[C:3]=1[CH:4]=[C:5]([C:24]([OH:26])=[O:25])[N:6]2[CH2:21][O:22][CH3:23], predict the reactants needed to synthesize it. The reactants are: [F:1][C:2]1[CH:10]=[CH:9][C:8]([N:11]([CH3:20])[S:12]([C:15]2[S:16][CH:17]=[CH:18][CH:19]=2)(=[O:14])=[O:13])=[C:7]2[C:3]=1[CH:4]=[C:5]([C:24]([O:26]CC)=[O:25])[N:6]2[CH2:21][O:22][CH3:23].CO.[OH-].[K+].C(O)(=O)CC(CC(O)=O)(C(O)=O)O. (4) Given the product [Cl:24][C:19]1[N:20]=[C:21]([C:37]2[CH:38]=[N:39][C:40]([C:43]([F:46])([F:45])[F:44])=[N:41][CH:42]=2)[CH:22]=[C:17]([CH2:16][NH:8][C:9](=[O:15])[O:10][C:11]([CH3:12])([CH3:13])[CH3:14])[N:18]=1, predict the reactants needed to synthesize it. The reactants are: C(OC([N:8]([CH2:16][C:17]1[CH:22]=[C:21](Cl)[N:20]=[C:19]([Cl:24])[N:18]=1)[C:9](=[O:15])[O:10][C:11]([CH3:14])([CH3:13])[CH3:12])=O)(C)(C)C.C(=O)([O-])[O-].[K+].[K+].CC1(C)OB([C:37]2[CH:38]=[N:39][C:40]([C:43]([F:46])([F:45])[F:44])=[N:41][CH:42]=2)OC1(C)C.O. (5) Given the product [F:1][C:2]1[CH:48]=[CH:47][C:5]([CH2:6][N:7]2[CH2:16][C:15]3[C:10](=[CH:11][C:12]4[NH:19][N:18]=[C:17]([C:39]5[CH:44]=[CH:43][N:42]=[C:41]([CH3:45])[CH:40]=5)[C:13]=4[CH:14]=3)[NH:9][C:8]2=[O:46])=[CH:4][CH:3]=1, predict the reactants needed to synthesize it. The reactants are: [F:1][C:2]1[CH:48]=[CH:47][C:5]([CH2:6][N:7]2[CH2:16][C:15]3[C:10](=[CH:11][C:12]4[N:19](C(C5C=CC=CC=5)(C5C=CC=CC=5)C5C=CC=CC=5)[N:18]=[C:17]([C:39]5[CH:44]=[CH:43][N:42]=[C:41]([CH3:45])[CH:40]=5)[C:13]=4[CH:14]=3)[NH:9][C:8]2=[O:46])=[CH:4][CH:3]=1.C(O)(C(F)(F)F)=O. (6) The reactants are: [N+](C1C=C(S(O[CH2:14][C@@H:15]2[CH2:17][O:16]2)(=O)=O)C=CC=1)([O-])=O.[OH:18][C:19]1[CH:28]=[C:27]([O:29][CH2:30][C:31]2[CH:36]=[CH:35][C:34]([O:37][CH3:38])=[CH:33][CH:32]=2)[CH:26]=[CH:25][C:20]=1[C:21]([NH:23][CH3:24])=[O:22].C([O-])([O-])=O.[Cs+].[Cs+].C(OCC)(=O)C. Given the product [CH3:38][O:37][C:34]1[CH:33]=[CH:32][C:31]([CH2:30][O:29][C:27]2[CH:26]=[CH:25][C:20]([C:21]([NH:23][CH3:24])=[O:22])=[C:19]([O:18][CH2:14][C@@H:15]3[CH2:17][O:16]3)[CH:28]=2)=[CH:36][CH:35]=1, predict the reactants needed to synthesize it. (7) The reactants are: [NH2:1][C:2]1[CH:26]=[CH:25][C:5]([O:6][CH2:7][C:8]([O:10][CH2:11][CH2:12][O:13][C:14](=[O:24])[CH2:15][O:16][C:17]2[CH:22]=[CH:21][C:20]([NH2:23])=[CH:19][CH:18]=2)=[O:9])=[CH:4][CH:3]=1.Cl[C:28](Cl)([O:30]C(=O)OC(Cl)(Cl)Cl)Cl.[O:39]1CCOC[CH2:40]1. Given the product [N:23]([C:20]1[CH:19]=[CH:18][C:17]([O:16][CH2:15][C:14]([O:13][CH2:12][CH2:11][O:10][C:8](=[O:9])[CH2:7][O:6][C:5]2[CH:25]=[CH:26][C:2]([N:1]=[C:40]=[O:39])=[CH:3][CH:4]=2)=[O:24])=[CH:22][CH:21]=1)=[C:28]=[O:30], predict the reactants needed to synthesize it.